This data is from Full USPTO retrosynthesis dataset with 1.9M reactions from patents (1976-2016). The task is: Predict the reactants needed to synthesize the given product. (1) Given the product [Cl:1][C:2]1[CH:7]=[C:6]([CH:5]=[CH:4][C:3]=1[C:11]#[C:12][Si:13]([CH3:14])([CH3:16])[CH3:15])[NH2:8], predict the reactants needed to synthesize it. The reactants are: [Cl:1][C:2]1[CH:7]=[C:6]([N+:8]([O-])=O)[CH:5]=[CH:4][C:3]=1[C:11]#[C:12][Si:13]([CH3:16])([CH3:15])[CH3:14].[Cl-].[NH4+]. (2) The reactants are: [Li+].[OH-].[CH3:3][C:4]1[C:9]2[O:10][CH2:11][CH2:12][O:13][C:8]=2[CH:7]=[C:6]([C:14]([O:16]C)=[O:15])[CH:5]=1.[OH-].[Na+]. Given the product [CH3:3][C:4]1[C:9]2[O:10][CH2:11][CH2:12][O:13][C:8]=2[CH:7]=[C:6]([C:14]([OH:16])=[O:15])[CH:5]=1, predict the reactants needed to synthesize it. (3) The reactants are: N[CH2:2][CH2:3][NH:4][C:5]([C:7]1[S:8][CH:9]=[CH:10][C:11]=1[NH:12][C:13]1[CH:18]=[CH:17][N:16]=[C:15]2[NH:19][CH:20]=[CH:21][C:14]=12)=[O:6].[CH2:22](N)C#C. Given the product [CH2:3]([NH:4][C:5]([C:7]1[S:8][CH:9]=[CH:10][C:11]=1[NH:12][C:13]1[CH:18]=[CH:17][N:16]=[C:15]2[NH:19][CH:20]=[CH:21][C:14]=12)=[O:6])[C:2]#[CH:22], predict the reactants needed to synthesize it. (4) Given the product [C:9]([CH:8]=[CH:7][C:12]1[CH:13]=[CH:5][C:124]([OH:125])=[CH:10][CH:11]=1)(=[O:100])[NH2:46].[O:100]=[CH:13][CH2:14][C@@H:124]([C@@H:127]([CH2:102][OH:103])[OH:128])[OH:125], predict the reactants needed to synthesize it. The reactants are: IC1C=C[C:5]2N[C:7]3[C:12]([C:13]=2[CH:14]=1)=[CH:11][CH:10]=[CH:9][CH:8]=3.C(#N)C=C.C1(P(C2C=CC=CC=2)C2C=CC=CC=2)C=CC=CC=1.C(N(CC)CC)C.C(C=CC1C=CC2NC3C(C=2C=1)=CC=CC=3)#[N:46].O=CC[C@@H]([C@@H](CO)O)O.CC1C=CC(C(OC[C@H]2O[C@H](Cl)C[C@@H]2OC(C2C=CC(C)=CC=2)=O)=O)=CC=1.ClCl.[OH-:100].[K+].[CH3:102][O:103]CCOCCN(CCOCCOC)CCOCCOC.[CH3:124][O-:125].[Na+].[CH3:127][OH:128].